The task is: Regression. Given two drug SMILES strings and cell line genomic features, predict the synergy score measuring deviation from expected non-interaction effect.. This data is from NCI-60 drug combinations with 297,098 pairs across 59 cell lines. Drug 1: CC1=C(N=C(N=C1N)C(CC(=O)N)NCC(C(=O)N)N)C(=O)NC(C(C2=CN=CN2)OC3C(C(C(C(O3)CO)O)O)OC4C(C(C(C(O4)CO)O)OC(=O)N)O)C(=O)NC(C)C(C(C)C(=O)NC(C(C)O)C(=O)NCCC5=NC(=CS5)C6=NC(=CS6)C(=O)NCCC[S+](C)C)O. Drug 2: CCC1(C2=C(COC1=O)C(=O)N3CC4=CC5=C(C=CC(=C5CN(C)C)O)N=C4C3=C2)O.Cl. Cell line: NCI-H226. Synergy scores: CSS=34.1, Synergy_ZIP=-2.07, Synergy_Bliss=-0.749, Synergy_Loewe=4.39, Synergy_HSA=5.32.